From a dataset of Forward reaction prediction with 1.9M reactions from USPTO patents (1976-2016). Predict the product of the given reaction. (1) Given the reactants CCN(CC)CC.[CH3:8][C:9]([NH2:13])([CH3:12])[CH2:10][OH:11].[CH3:14][C:15]([O:18][C:19](O[C:19]([O:18][C:15]([CH3:17])([CH3:16])[CH3:14])=[O:20])=[O:20])([CH3:17])[CH3:16], predict the reaction product. The product is: [OH:11][CH2:10][C:9]([NH:13][C:19](=[O:20])[O:18][C:15]([CH3:17])([CH3:16])[CH3:14])([CH3:12])[CH3:8]. (2) Given the reactants [CH3:1][O:2][C:3]1[CH:8]=[CH:7][C:6]([C:9]2[C:17]3[C:16]([NH:18][C:19]4[CH:20]=[C:21](/[CH:25]=[CH:26]/[C:27]([OH:29])=[O:28])[CH:22]=[CH:23][CH:24]=4)=[N:15][CH:14]=[N:13][C:12]=3[O:11][C:10]=2[C:30]2[CH:35]=[CH:34][CH:33]=[CH:32][CH:31]=2)=[CH:5][CH:4]=1.CO.[OH-].[Na+:39], predict the reaction product. The product is: [Na+:39].[CH3:1][O:2][C:3]1[CH:4]=[CH:5][C:6]([C:9]2[C:17]3[C:16]([NH:18][C:19]4[CH:20]=[C:21](/[CH:25]=[CH:26]/[C:27]([O-:29])=[O:28])[CH:22]=[CH:23][CH:24]=4)=[N:15][CH:14]=[N:13][C:12]=3[O:11][C:10]=2[C:30]2[CH:35]=[CH:34][CH:33]=[CH:32][CH:31]=2)=[CH:7][CH:8]=1.